From a dataset of Catalyst prediction with 721,799 reactions and 888 catalyst types from USPTO. Predict which catalyst facilitates the given reaction. Reactant: [Cl:1][C:2]1[C:11]2[O:10][CH2:9][C@H:8]([CH2:12][OH:13])[O:7][C:6]=2[CH:5]=[C:4]([S:14]([CH3:17])(=[O:16])=[O:15])[CH:3]=1.[C:18]1([CH3:28])[CH:23]=[CH:22][C:21]([S:24](Cl)(=[O:26])=[O:25])=[CH:20][CH:19]=1. Product: [CH3:28][C:18]1[CH:23]=[CH:22][C:21]([S:24]([O:13][CH2:12][C@@H:8]2[O:7][C:6]3[CH:5]=[C:4]([S:14]([CH3:17])(=[O:16])=[O:15])[CH:3]=[C:2]([Cl:1])[C:11]=3[O:10][CH2:9]2)(=[O:26])=[O:25])=[CH:20][CH:19]=1. The catalyst class is: 79.